This data is from Catalyst prediction with 721,799 reactions and 888 catalyst types from USPTO. The task is: Predict which catalyst facilitates the given reaction. (1) Reactant: [CH3:1][C:2]1[CH:19]=[CH:18][C:5]2=[C:6]3[C:11](=[C:12]([NH2:14])[N:13]=[C:4]2[CH:3]=1)[N:10]=[CH:9][C:8](/[CH:15]=[CH:16]/[CH3:17])=[CH:7]3.[H][H]. Product: [CH3:1][C:2]1[CH:19]=[CH:18][C:5]2=[C:6]3[C:11](=[C:12]([NH2:14])[N:13]=[C:4]2[CH:3]=1)[N:10]=[CH:9][C:8]([CH2:15][CH2:16][CH3:17])=[CH:7]3. The catalyst class is: 407. (2) Product: [CH3:1][C:2]1[C:11]2[C:6](=[CH:7][CH:8]=[CH:9][CH:10]=2)[C:5]([C:12]([NH:15][C:16]2[C:17]([C:22]([O:24][CH3:25])=[O:23])=[N:18][CH:19]=[CH:20][N:21]=2)=[O:13])=[CH:4][CH:3]=1. The catalyst class is: 377. Reactant: [CH3:1][C:2]1[C:11]2[C:6](=[CH:7][CH:8]=[CH:9][CH:10]=2)[C:5]([C:12](Cl)=[O:13])=[CH:4][CH:3]=1.[NH2:15][C:16]1[C:17]([C:22]([O:24][CH3:25])=[O:23])=[N:18][CH:19]=[CH:20][N:21]=1. (3) Product: [NH2:9][CH2:8][C:5]1[C:4](=[O:10])[N:3]([CH3:11])[N:2]([CH3:1])[C:6]=1[CH3:7]. The catalyst class is: 834. Reactant: [CH3:1][N:2]1[C:6]([CH3:7])=[C:5]([C:8]#[N:9])[C:4](=[O:10])[N:3]1[CH3:11]. (4) Reactant: CN1CCN(C)[C:4](=[O:9])[C:3]1=[O:10].[C:11]1([CH3:19])[CH:16]=[CH:15][CH:14]=[C:13]([Mg]Cl)[CH:12]=1. Product: [CH3:19][C:11]1[CH:16]=[C:15]([C:3]([C:4]([C:13]2[CH:14]=[CH:15][CH:16]=[C:11]([CH3:19])[CH:12]=2)=[O:9])=[O:10])[CH:14]=[CH:13][CH:12]=1. The catalyst class is: 1. (5) Reactant: [F:1][C:2]([F:45])([F:44])[C:3]1[CH:4]=[C:5]([C@H:13]([O:15][C@H:16]2[CH2:24][N:23]3[C@@H:18]([CH2:19][CH2:20][CH:21]([NH:26]C(=O)OCC4C=CC=CC=4)[C:22]3=[O:25])[C@@H:17]2[C:37]2[CH:42]=[CH:41][C:40]([F:43])=[CH:39][CH:38]=2)[CH3:14])[CH:6]=[C:7]([C:9]([F:12])([F:11])[F:10])[CH:8]=1.[H][H]. Product: [NH2:26][CH:21]1[CH2:20][CH2:19][C@@H:18]2[N:23]([CH2:24][C@H:16]([O:15][C@@H:13]([C:5]3[CH:6]=[C:7]([C:9]([F:10])([F:11])[F:12])[CH:8]=[C:3]([C:2]([F:44])([F:1])[F:45])[CH:4]=3)[CH3:14])[C@H:17]2[C:37]2[CH:42]=[CH:41][C:40]([F:43])=[CH:39][CH:38]=2)[C:22]1=[O:25]. The catalyst class is: 29. (6) Reactant: [NH2:1][C@@H:2]([C@@H:7]([O:18][Si:19]([C:22]([CH3:25])([CH3:24])[CH3:23])([CH3:21])[CH3:20])[C:8]1[CH:13]=[CH:12][C:11]([C:14]([F:17])([F:16])[F:15])=[CH:10][CH:9]=1)[C:3]([O:5][CH3:6])=[O:4].[C:26](O[C:26]([O:28][C:29]([CH3:32])([CH3:31])[CH3:30])=[O:27])([O:28][C:29]([CH3:32])([CH3:31])[CH3:30])=[O:27].O.C(=O)([O-])[O-].[Na+].[Na+]. Product: [C:29]([O:28][C:26]([NH:1][C@@H:2]([C@@H:7]([O:18][Si:19]([C:22]([CH3:25])([CH3:24])[CH3:23])([CH3:21])[CH3:20])[C:8]1[CH:13]=[CH:12][C:11]([C:14]([F:16])([F:17])[F:15])=[CH:10][CH:9]=1)[C:3]([O:5][CH3:6])=[O:4])=[O:27])([CH3:32])([CH3:31])[CH3:30]. The catalyst class is: 1. (7) Reactant: C1C=CC2N(O)N=NC=2C=1.[NH:11]([C:25]([O:27][C:28]([CH3:31])([CH3:30])[CH3:29])=[O:26])[C@H:12]([C:22]([OH:24])=O)[CH2:13][S:14][CH2:15][C:16]1[CH:21]=[CH:20][CH:19]=[CH:18][CH:17]=1.[NH2:32][C@@H:33]([C:40]([O:42][CH2:43][CH3:44])=[O:41])[C:34]1[CH:39]=[CH:38][CH:37]=[CH:36][CH:35]=1.Cl.CN1CCOCC1.CCN=C=NCCCN(C)C. Product: [NH:11]([C:25]([O:27][C:28]([CH3:31])([CH3:30])[CH3:29])=[O:26])[C@H:12]([C:22]([NH:32][C@@H:33]([C:40]([O:42][CH2:43][CH3:44])=[O:41])[C:34]1[CH:39]=[CH:38][CH:37]=[CH:36][CH:35]=1)=[O:24])[CH2:13][S:14][CH2:15][C:16]1[CH:17]=[CH:18][CH:19]=[CH:20][CH:21]=1. The catalyst class is: 136.